This data is from Forward reaction prediction with 1.9M reactions from USPTO patents (1976-2016). The task is: Predict the product of the given reaction. Given the reactants [CH:1]([N:4]1[C:13]2[C:8](=[C:9]([CH3:14])[CH:10]=[CH:11][CH:12]=2)[CH:7]=[C:6]([C:15]([O:17]CC)=[O:16])[C:5]1=[O:20])([CH3:3])[CH3:2].[OH-].[Na+].Cl, predict the reaction product. The product is: [CH:1]([N:4]1[C:13]2[C:8](=[C:9]([CH3:14])[CH:10]=[CH:11][CH:12]=2)[CH:7]=[C:6]([C:15]([OH:17])=[O:16])[C:5]1=[O:20])([CH3:3])[CH3:2].